Dataset: NCI-60 drug combinations with 297,098 pairs across 59 cell lines. Task: Regression. Given two drug SMILES strings and cell line genomic features, predict the synergy score measuring deviation from expected non-interaction effect. (1) Drug 1: CC1=C(C=C(C=C1)NC2=NC=CC(=N2)N(C)C3=CC4=NN(C(=C4C=C3)C)C)S(=O)(=O)N.Cl. Drug 2: C1CN(CCN1C(=O)CCBr)C(=O)CCBr. Cell line: HOP-92. Synergy scores: CSS=8.75, Synergy_ZIP=-4.71, Synergy_Bliss=-5.34, Synergy_Loewe=-6.10, Synergy_HSA=-4.56. (2) Drug 1: C1CCC(C1)C(CC#N)N2C=C(C=N2)C3=C4C=CNC4=NC=N3. Drug 2: CCC(=C(C1=CC=CC=C1)C2=CC=C(C=C2)OCCN(C)C)C3=CC=CC=C3.C(C(=O)O)C(CC(=O)O)(C(=O)O)O. Cell line: HOP-92. Synergy scores: CSS=3.38, Synergy_ZIP=-2.24, Synergy_Bliss=-1.53, Synergy_Loewe=-1.39, Synergy_HSA=-1.74. (3) Drug 1: CC1=C2C(C(=O)C3(C(CC4C(C3C(C(C2(C)C)(CC1OC(=O)C(C(C5=CC=CC=C5)NC(=O)C6=CC=CC=C6)O)O)OC(=O)C7=CC=CC=C7)(CO4)OC(=O)C)O)C)OC(=O)C. Drug 2: CC1CCC2CC(C(=CC=CC=CC(CC(C(=O)C(C(C(=CC(C(=O)CC(OC(=O)C3CCCCN3C(=O)C(=O)C1(O2)O)C(C)CC4CCC(C(C4)OC)OCCO)C)C)O)OC)C)C)C)OC. Cell line: COLO 205. Synergy scores: CSS=52.1, Synergy_ZIP=1.92, Synergy_Bliss=1.72, Synergy_Loewe=-4.02, Synergy_HSA=2.77. (4) Drug 1: CC(C1=C(C=CC(=C1Cl)F)Cl)OC2=C(N=CC(=C2)C3=CN(N=C3)C4CCNCC4)N. Drug 2: CC1C(C(CC(O1)OC2CC(CC3=C2C(=C4C(=C3O)C(=O)C5=C(C4=O)C(=CC=C5)OC)O)(C(=O)CO)O)N)O.Cl. Cell line: M14. Synergy scores: CSS=45.2, Synergy_ZIP=0.424, Synergy_Bliss=1.99, Synergy_Loewe=-14.7, Synergy_HSA=-0.217. (5) Drug 1: CN(C)N=NC1=C(NC=N1)C(=O)N. Drug 2: CC(C1=C(C=CC(=C1Cl)F)Cl)OC2=C(N=CC(=C2)C3=CN(N=C3)C4CCNCC4)N. Cell line: NCI-H226. Synergy scores: CSS=0.933, Synergy_ZIP=-0.896, Synergy_Bliss=0.548, Synergy_Loewe=-9.54, Synergy_HSA=-2.00. (6) Synergy scores: CSS=10.3, Synergy_ZIP=-5.70, Synergy_Bliss=-1.05, Synergy_Loewe=-9.56, Synergy_HSA=-5.29. Drug 1: CC1=C2C(C(=O)C3(C(CC4C(C3C(C(C2(C)C)(CC1OC(=O)C(C(C5=CC=CC=C5)NC(=O)OC(C)(C)C)O)O)OC(=O)C6=CC=CC=C6)(CO4)OC(=O)C)O)C)O. Drug 2: CCC1(C2=C(COC1=O)C(=O)N3CC4=CC5=C(C=CC(=C5CN(C)C)O)N=C4C3=C2)O.Cl. Cell line: A498. (7) Drug 1: CC12CCC3C(C1CCC2=O)CC(=C)C4=CC(=O)C=CC34C. Drug 2: C1=C(C(=O)NC(=O)N1)N(CCCl)CCCl. Cell line: NCIH23. Synergy scores: CSS=41.6, Synergy_ZIP=2.82, Synergy_Bliss=2.51, Synergy_Loewe=-4.54, Synergy_HSA=4.50. (8) Drug 1: CC(CN1CC(=O)NC(=O)C1)N2CC(=O)NC(=O)C2. Drug 2: CCCS(=O)(=O)NC1=C(C(=C(C=C1)F)C(=O)C2=CNC3=C2C=C(C=N3)C4=CC=C(C=C4)Cl)F. Cell line: NCI-H322M. Synergy scores: CSS=6.60, Synergy_ZIP=4.85, Synergy_Bliss=10.5, Synergy_Loewe=4.38, Synergy_HSA=4.62.